From a dataset of NCI-60 drug combinations with 297,098 pairs across 59 cell lines. Regression. Given two drug SMILES strings and cell line genomic features, predict the synergy score measuring deviation from expected non-interaction effect. (1) Drug 1: CCC(=C(C1=CC=CC=C1)C2=CC=C(C=C2)OCCN(C)C)C3=CC=CC=C3.C(C(=O)O)C(CC(=O)O)(C(=O)O)O. Drug 2: C1=CC=C(C(=C1)C(C2=CC=C(C=C2)Cl)C(Cl)Cl)Cl. Cell line: TK-10. Synergy scores: CSS=6.70, Synergy_ZIP=-0.559, Synergy_Bliss=3.33, Synergy_Loewe=1.83, Synergy_HSA=2.41. (2) Drug 2: CN1C2=C(C=C(C=C2)N(CCCl)CCCl)N=C1CCCC(=O)O.Cl. Cell line: HCT-15. Drug 1: C1=NC2=C(N1)C(=S)N=C(N2)N. Synergy scores: CSS=25.4, Synergy_ZIP=-3.40, Synergy_Bliss=-7.21, Synergy_Loewe=-42.8, Synergy_HSA=-8.95. (3) Drug 1: B(C(CC(C)C)NC(=O)C(CC1=CC=CC=C1)NC(=O)C2=NC=CN=C2)(O)O. Drug 2: CCC1(C2=C(COC1=O)C(=O)N3CC4=CC5=C(C=CC(=C5CN(C)C)O)N=C4C3=C2)O. Cell line: NCIH23. Synergy scores: CSS=75.0, Synergy_ZIP=1.54, Synergy_Bliss=0.517, Synergy_Loewe=-1.32, Synergy_HSA=3.08. (4) Drug 2: C1=NC2=C(N=C(N=C2N1C3C(C(C(O3)CO)O)F)Cl)N. Drug 1: CCC1(CC2CC(C3=C(CCN(C2)C1)C4=CC=CC=C4N3)(C5=C(C=C6C(=C5)C78CCN9C7C(C=CC9)(C(C(C8N6C=O)(C(=O)OC)O)OC(=O)C)CC)OC)C(=O)OC)O.OS(=O)(=O)O. Cell line: HOP-92. Synergy scores: CSS=7.46, Synergy_ZIP=-8.35, Synergy_Bliss=-1.38, Synergy_Loewe=-5.84, Synergy_HSA=-2.06. (5) Drug 1: CNC(=O)C1=CC=CC=C1SC2=CC3=C(C=C2)C(=NN3)C=CC4=CC=CC=N4. Drug 2: CC1=C(C=C(C=C1)NC2=NC=CC(=N2)N(C)C3=CC4=NN(C(=C4C=C3)C)C)S(=O)(=O)N.Cl. Cell line: A549. Synergy scores: CSS=10.4, Synergy_ZIP=-0.867, Synergy_Bliss=1.84, Synergy_Loewe=-4.52, Synergy_HSA=1.12. (6) Drug 1: C1=CN(C(=O)N=C1N)C2C(C(C(O2)CO)O)O.Cl. Drug 2: COC1=NC(=NC2=C1N=CN2C3C(C(C(O3)CO)O)O)N. Cell line: KM12. Synergy scores: CSS=28.7, Synergy_ZIP=-7.61, Synergy_Bliss=-0.988, Synergy_Loewe=-48.5, Synergy_HSA=-0.804. (7) Drug 1: CC1=CC2C(CCC3(C2CCC3(C(=O)C)OC(=O)C)C)C4(C1=CC(=O)CC4)C. Drug 2: CC=C1C(=O)NC(C(=O)OC2CC(=O)NC(C(=O)NC(CSSCCC=C2)C(=O)N1)C(C)C)C(C)C. Cell line: PC-3. Synergy scores: CSS=18.3, Synergy_ZIP=3.80, Synergy_Bliss=4.29, Synergy_Loewe=-44.3, Synergy_HSA=1.87. (8) Drug 1: CC1C(C(CC(O1)OC2CC(CC3=C2C(=C4C(=C3O)C(=O)C5=C(C4=O)C(=CC=C5)OC)O)(C(=O)C)O)N)O.Cl. Drug 2: B(C(CC(C)C)NC(=O)C(CC1=CC=CC=C1)NC(=O)C2=NC=CN=C2)(O)O. Cell line: HCT116. Synergy scores: CSS=12.4, Synergy_ZIP=-9.52, Synergy_Bliss=-11.9, Synergy_Loewe=-10.4, Synergy_HSA=-9.99. (9) Drug 1: CN(C)C1=NC(=NC(=N1)N(C)C)N(C)C. Drug 2: C1CC(=O)NC(=O)C1N2C(=O)C3=CC=CC=C3C2=O. Cell line: DU-145. Synergy scores: CSS=-5.38, Synergy_ZIP=1.71, Synergy_Bliss=-0.279, Synergy_Loewe=-3.84, Synergy_HSA=-4.24. (10) Drug 1: CN(CC1=CN=C2C(=N1)C(=NC(=N2)N)N)C3=CC=C(C=C3)C(=O)NC(CCC(=O)O)C(=O)O. Drug 2: C1CCC(C(C1)N)N.C(=O)(C(=O)[O-])[O-].[Pt+4]. Cell line: CAKI-1. Synergy scores: CSS=36.2, Synergy_ZIP=-5.25, Synergy_Bliss=-9.50, Synergy_Loewe=-7.55, Synergy_HSA=-7.11.